From a dataset of Forward reaction prediction with 1.9M reactions from USPTO patents (1976-2016). Predict the product of the given reaction. Given the reactants C([O:8][C:9]1[C:14]([Cl:15])=[CH:13][C:12]([C:16]([N:18]2[C:23]3[CH:24]=[CH:25][CH:26]=[CH:27][C:22]=3[O:21][CH2:20][CH2:19]2)=[S:17])=[CH:11][C:10]=1[Cl:28])C1C=CC=CC=1.FC(F)(F)C(O)=O, predict the reaction product. The product is: [Cl:28][C:10]1[CH:11]=[C:12]([C:16]([N:18]2[C:23]3[CH:24]=[CH:25][CH:26]=[CH:27][C:22]=3[O:21][CH2:20][CH2:19]2)=[S:17])[CH:13]=[C:14]([Cl:15])[C:9]=1[OH:8].